The task is: Regression. Given a peptide amino acid sequence and an MHC pseudo amino acid sequence, predict their binding affinity value. This is MHC class I binding data.. This data is from Peptide-MHC class I binding affinity with 185,985 pairs from IEDB/IMGT. (1) The peptide sequence is FLILCFTIKR. The MHC is HLA-A68:01 with pseudo-sequence HLA-A68:01. The binding affinity (normalized) is 0.850. (2) The peptide sequence is SGIFITDNV. The MHC is HLA-A68:02 with pseudo-sequence HLA-A68:02. The binding affinity (normalized) is 0.769. (3) The peptide sequence is ILHRLAPWI. The MHC is HLA-B27:03 with pseudo-sequence HLA-B27:03. The binding affinity (normalized) is 0.0847. (4) The peptide sequence is SPVNQQCHF. The MHC is HLA-B35:01 with pseudo-sequence HLA-B35:01. The binding affinity (normalized) is 0.227. (5) The peptide sequence is VPPFPRTAF. The MHC is HLA-A30:01 with pseudo-sequence HLA-A30:01. The binding affinity (normalized) is 0.0847.